From a dataset of Full USPTO retrosynthesis dataset with 1.9M reactions from patents (1976-2016). Predict the reactants needed to synthesize the given product. Given the product [Br:24][C:25]1[CH:26]=[C:27]2[C:32](=[CH:33][CH:34]=1)[N:31]=[N:30][CH:29]=[CH:28]2, predict the reactants needed to synthesize it. The reactants are: B1(B2OC(C)(C)C(C)(C)O2)OC(C)(C)C(C)(C)O1.C([O-])(=O)C.[K+].[Br:24][C:25]1[CH:26]=[C:27]2[C:32](=[CH:33][CH:34]=1)[N:31]=[N:30][CH:29]=[C:28]2Cl.CN(C=O)C.